Dataset: Full USPTO retrosynthesis dataset with 1.9M reactions from patents (1976-2016). Task: Predict the reactants needed to synthesize the given product. Given the product [N:1]([CH2:4][CH2:5][CH2:6][O:7][S:23]([C:26]1[CH:32]=[CH:31][C:29]([CH3:30])=[CH:28][CH:27]=1)(=[O:25])=[O:24])=[N+:2]=[N-:3], predict the reactants needed to synthesize it. The reactants are: [N:1]([CH2:4][CH2:5][CH2:6][O:7]C(=O)C)=[N+:2]=[N-:3].C(=O)([O-])[O-].[K+].[K+].[O-]S([O-])(=O)=O.[Mg+2].[S:23](Cl)([C:26]1[CH:32]=[CH:31][C:29]([CH3:30])=[CH:28][CH:27]=1)(=[O:25])=[O:24].